Task: Predict the product of the given reaction.. Dataset: Forward reaction prediction with 1.9M reactions from USPTO patents (1976-2016) (1) Given the reactants [Br:1][C:2]1[CH:7]=[CH:6][C:5]([C:8]2[CH:13]=[CH:12][CH:11]=[C:10]([OH:14])[C:9]=2[OH:15])=[CH:4][CH:3]=1.Br[CH2:17][CH2:18]Br.[F-].[K+], predict the reaction product. The product is: [Br:1][C:2]1[CH:3]=[CH:4][C:5]([C:8]2[C:9]3[O:15][CH2:18][CH2:17][O:14][C:10]=3[CH:11]=[CH:12][CH:13]=2)=[CH:6][CH:7]=1. (2) Given the reactants Cl.Cl.[Cl:3][C:4]1[C:12]2[NH:11][N:10]=[CH:9][C:8]=2[C:7]2[CH2:13][N:14]([CH2:23][C:24]3[CH:29]=[CH:28][N:27]=[CH:26][CH:25]=3)[C:15](=[O:22])[C@H:16]([CH2:18][C:19](O)=[O:20])[CH2:17][C:6]=2[CH:5]=1.Cl.[F:31][C:32]1[CH:33]=[CH:34][CH:35]=[C:36]2[C:41]=1[NH:40][C:39](=[O:42])[N:38]([CH:43]1[CH2:48][CH2:47][NH:46][CH2:45][CH2:44]1)[CH2:37]2.ClC1C2NN=CC=2C2CN(CC(C)(C)C)C(=O)[C@H](CC(=O)N3CCC(N4CC5C(=CC=CC=5)NC4=O)CC3)CC=2C=1, predict the reaction product. The product is: [Cl:3][C:4]1[C:12]2[NH:11][N:10]=[CH:9][C:8]=2[C:7]2[CH2:13][N:14]([CH2:23][C:24]3[CH:25]=[CH:26][N:27]=[CH:28][CH:29]=3)[C:15](=[O:22])[C@H:16]([CH2:18][C:19]([N:46]3[CH2:45][CH2:44][CH:43]([N:38]4[CH2:37][C:36]5[C:41](=[C:32]([F:31])[CH:33]=[CH:34][CH:35]=5)[NH:40][C:39]4=[O:42])[CH2:48][CH2:47]3)=[O:20])[CH2:17][C:6]=2[CH:5]=1. (3) The product is: [Cl:19][C:9]1[C:10]([CH2:14][CH3:15])=[C:11]([CH3:13])[N:12]=[C:7]([C:5]2[S:6][C:2]([Cl:1])=[CH:3][CH:4]=2)[N:8]=1. Given the reactants [Cl:1][C:2]1[S:6][C:5]([C:7]2[NH:8][C:9](=O)[C:10]([CH2:14][CH3:15])=[C:11]([CH3:13])[N:12]=2)=[CH:4][CH:3]=1.O=P(Cl)(Cl)[Cl:19], predict the reaction product. (4) Given the reactants [S:1]1[CH:5]=[C:4]([CH2:6][C@@H:7]([NH:11][C:12]([O:14][C:15]([CH3:18])([CH3:17])[CH3:16])=[O:13])[C:8](O)=[O:9])[C:3]2[CH:19]=[CH:20][CH:21]=[CH:22][C:2]1=2.Cl.CN.C1C=CC2N(O)N=[N:32][C:30]=2C=1.C(Cl)CCl.CN1CCOCC1, predict the reaction product. The product is: [S:1]1[CH:5]=[C:4]([CH2:6][C@H:7]([NH:11][C:12]([O:14][C:15]([CH3:18])([CH3:17])[CH3:16])=[O:13])[C:8]([NH:32][CH3:30])=[O:9])[C:3]2[CH:19]=[CH:20][CH:21]=[CH:22][C:2]1=2. (5) Given the reactants [CH:1]([O:4][C:5]1[C:10]2[CH2:11][CH:12]([CH2:14]OS(C3C=CC(C)=CC=3)(=O)=O)[O:13][C:9]=2[CH:8]=[C:7]([C:26](=[O:34])[NH:27][C:28]2[CH:32]=[CH:31][N:30]([CH3:33])[N:29]=2)[CH:6]=1)([CH3:3])[CH3:2].Cl.[CH3:36][NH:37][CH3:38].C(N(CC)CC)C, predict the reaction product. The product is: [CH3:33][N:30]1[CH:31]=[CH:32][C:28]([NH:27][C:26]([C:7]2[CH:6]=[C:5]([O:4][CH:1]([CH3:2])[CH3:3])[C:10]3[CH2:11][CH:12]([CH2:14][N:37]([CH3:38])[CH3:36])[O:13][C:9]=3[CH:8]=2)=[O:34])=[N:29]1. (6) The product is: [OH:24][C:17]1([C:2]2[CH:7]=[C:6]([CH3:8])[CH:5]=[CH:4][C:3]=2[O:9][CH3:10])[C:16]2[C:20](=[CH:21][CH:22]=[C:14]([N+:11]([O-:13])=[O:12])[CH:15]=2)[NH:19][C:18]1=[O:23]. Given the reactants Br[C:2]1[CH:7]=[C:6]([CH3:8])[CH:5]=[CH:4][C:3]=1[O:9][CH3:10].[N+:11]([C:14]1[CH:15]=[C:16]2[C:20](=[CH:21][CH:22]=1)[NH:19][C:18](=[O:23])[C:17]2=[O:24])([O-:13])=[O:12], predict the reaction product.